This data is from Forward reaction prediction with 1.9M reactions from USPTO patents (1976-2016). The task is: Predict the product of the given reaction. (1) Given the reactants [C:1]([C:3]1([C:16](=[O:24])[NH:17][C:18]2[CH:23]=[CH:22][CH:21]=[CH:20][N:19]=2)[CH2:8][CH2:7][N:6]([C:9]([O:11][C:12]([CH3:15])([CH3:14])[CH3:13])=[O:10])[CH2:5][CH2:4]1)#[N:2], predict the reaction product. The product is: [NH2:2][CH2:1][C:3]1([C:16](=[O:24])[NH:17][C:18]2[CH:23]=[CH:22][CH:21]=[CH:20][N:19]=2)[CH2:8][CH2:7][N:6]([C:9]([O:11][C:12]([CH3:14])([CH3:15])[CH3:13])=[O:10])[CH2:5][CH2:4]1. (2) Given the reactants C([O:4][CH2:5][C:6]1[CH:7]=[C:8]([CH3:29])[CH:9]=[C:10]2[C:15]=1[N:14](C(OCC(C)C)=O)[CH:13]=[C:12]([C:23]([O:25][CH2:26][CH3:27])=[O:24])[C:11]2=[O:28])(=O)C.BrN1C(=O)CCC1=O.[NH:38]1[CH2:43][CH2:42][O:41][CH2:40][CH2:39]1.C(O)C, predict the reaction product. The product is: [CH:5]([C:6]1[CH:7]=[C:8]([CH2:29][N:38]2[CH2:43][CH2:42][O:41][CH2:40][CH2:39]2)[CH:9]=[C:10]2[C:15]=1[N:14]=[CH:13][C:12]([C:23]([O:25][CH2:26][CH3:27])=[O:24])=[C:11]2[OH:28])=[O:4]. (3) Given the reactants [Cl:1][C:2]1[C:10]2[N:9]=[C:8]3[N:11]([C:15]4[CH:20]=[CH:19][C:18]([Cl:21])=[CH:17][C:16]=4[Cl:22])[CH2:12][CH2:13][CH2:14][N:7]3[C:6]=2[C:5]([CH:23]([OH:26])[CH2:24][CH3:25])=[CH:4][CH:3]=1.[C:27](O[C:27](=[O:32])[C:28]([CH3:31])([CH3:30])[CH3:29])(=[O:32])[C:28]([CH3:31])([CH3:30])[CH3:29].C(=O)(O)[O-].[Na+], predict the reaction product. The product is: [CH3:29][C:28]([CH3:31])([CH3:30])[C:27]([O:26][CH:23]([C:5]1[C:6]2[N:7]3[CH2:14][CH2:13][CH2:12][N:11]([C:15]4[CH:20]=[CH:19][C:18]([Cl:21])=[CH:17][C:16]=4[Cl:22])[C:8]3=[N:9][C:10]=2[C:2]([Cl:1])=[CH:3][CH:4]=1)[CH2:24][CH3:25])=[O:32]. (4) The product is: [O:19]1[CH:23]=[CH:22][C:21]([NH:24][CH:8]=[C:9]2[C:17]3[C:12](=[CH:13][CH:14]=[CH:15][CH:16]=3)[NH:11][C:10]2=[O:18])=[N:20]1. Given the reactants NC1C=CNN=1.O/[CH:8]=[C:9]1\[C:10](=[O:18])[NH:11][C:12]2[C:17]\1=[CH:16][CH:15]=[CH:14][CH:13]=2.[O:19]1[CH:23]=[CH:22][C:21]([NH2:24])=[N:20]1, predict the reaction product. (5) Given the reactants [N:1]1[CH:6]=[CH:5][CH:4]=[C:3]([C:7]2[CH2:11][CH:10]([C:12]3[CH:17]=[CH:16][CH:15]=[CH:14][C:13]=3[OH:18])[NH:9][N:8]=2)[CH:2]=1.[N:19]1[CH:24]=[CH:23][CH:22]=[CH:21][C:20]=1[C:25]1[S:29][C:28]([C:30](O)=[O:31])=[CH:27][CH:26]=1.CCN=C=NCCCN(C)C, predict the reaction product. The product is: [N:1]1[CH:6]=[CH:5][CH:4]=[C:3]([C:7]2[CH2:11][CH:10]([C:12]3[CH:17]=[CH:16][CH:15]=[CH:14][C:13]=3[OH:18])[N:9]([C:30]([C:28]3[S:29][C:25]([C:20]4[CH:21]=[CH:22][CH:23]=[CH:24][N:19]=4)=[CH:26][CH:27]=3)=[O:31])[N:8]=2)[CH:2]=1. (6) Given the reactants [NH:1]1[C:5]2[CH:6]=[CH:7][CH:8]=[CH:9][C:4]=2[NH:3][C:2]1=[O:10].[Cl:11][CH2:12][CH2:13][CH2:14][CH2:15][C:16](Cl)=[O:17], predict the reaction product. The product is: [Cl:11][CH2:12][CH2:13][CH2:14][CH2:15][C:16]([C:8]1[CH:7]=[CH:6][C:5]2[NH:1][C:2](=[O:10])[NH:3][C:4]=2[CH:9]=1)=[O:17]. (7) Given the reactants [C:1]1([C:7]2[CH:12]=[CH:11][C:10](/[CH:13]=[CH:14]/[C:15]3[CH:20]=[C:19]([C:21]([OH:23])=[O:22])[CH:18]=[CH:17][N:16]=3)=[CH:9][CH:8]=2)[CH:6]=[CH:5][CH:4]=[CH:3][CH:2]=1.S(=O)(=O)(O)O.[CH2:29](O)[CH3:30], predict the reaction product. The product is: [C:1]1([C:7]2[CH:8]=[CH:9][C:10](/[CH:13]=[CH:14]/[C:15]3[CH:20]=[C:19]([C:21]([O:23][CH2:29][CH3:30])=[O:22])[CH:18]=[CH:17][N:16]=3)=[CH:11][CH:12]=2)[CH:2]=[CH:3][CH:4]=[CH:5][CH:6]=1.